From a dataset of Forward reaction prediction with 1.9M reactions from USPTO patents (1976-2016). Predict the product of the given reaction. (1) The product is: [Cl:7][C:8]1[CH:13]=[CH:12][C:11]([C:14]2[N:15]([C:21]3[CH:26]=[CH:25][C:24]([S:27]([CH3:30])(=[O:28])=[O:29])=[CH:23][CH:22]=3)[CH:16]=[C:17]([CH:19]=[O:20])[N:18]=2)=[CH:10][CH:9]=1. Given the reactants C(Cl)(=O)C(Cl)=O.[Cl:7][C:8]1[CH:13]=[CH:12][C:11]([C:14]2[N:15]([C:21]3[CH:26]=[CH:25][C:24]([S:27]([CH3:30])(=[O:29])=[O:28])=[CH:23][CH:22]=3)[CH:16]=[C:17]([CH2:19][OH:20])[N:18]=2)=[CH:10][CH:9]=1.C(N(CC)CC)C, predict the reaction product. (2) Given the reactants Br[C:2]1[CH:3]=[C:4]([C:12]([O:14][CH3:15])=[O:13])[CH:5]=[C:6]([CH:11]=1)[C:7]([O:9][CH3:10])=[O:8].[C:16]([C:18]12[CH2:27][CH:22]3[CH2:23][CH:24]([CH2:26][CH:20]([CH2:21]3)[CH2:19]1)[CH2:25]2)#[CH:17].C(N(CC)CC)C.N1C=CC=CC=1, predict the reaction product. The product is: [CH3:10][O:9][C:7]([C:6]1[CH:11]=[C:2]([C:17]#[C:16][C:18]23[CH2:27][CH:22]4[CH2:23][CH:24]([CH2:26][CH:20]([CH2:21]4)[CH2:19]2)[CH2:25]3)[CH:3]=[C:4]([C:12]([O:14][CH3:15])=[O:13])[CH:5]=1)=[O:8]. (3) Given the reactants Br[C:2]1[C:10]2[C:9]([NH2:11])=[CH:8][C:7]([CH3:12])=[N:6][C:5]=2[S:4][C:3]=1[CH3:13].C(OCC)(=O)C.[CH3:20][N:21](C=O)C, predict the reaction product. The product is: [NH2:11][C:9]1[CH:8]=[C:7]([CH3:12])[N:6]=[C:5]2[S:4][C:3]([CH3:13])=[C:2]([C:20]#[N:21])[C:10]=12.